From a dataset of Full USPTO retrosynthesis dataset with 1.9M reactions from patents (1976-2016). Predict the reactants needed to synthesize the given product. (1) Given the product [CH2:1]([C@@:4]1([CH3:25])[CH2:9][C@H:8]([C:10]2[CH:15]=[CH:14][CH:13]=[C:12]([Cl:16])[CH:11]=2)[C@@H:7]([C:17]2[CH:22]=[CH:21][C:20]([Cl:23])=[CH:19][CH:18]=2)[N:6]([C:31]2[CH:32]=[CH:33][N:34]=[C:29]([Cl:28])[N:30]=2)[C:5]1=[O:24])[CH:2]=[CH2:3], predict the reactants needed to synthesize it. The reactants are: [CH2:1]([C@@:4]1([CH3:25])[CH2:9][C@H:8]([C:10]2[CH:15]=[CH:14][CH:13]=[C:12]([Cl:16])[CH:11]=2)[C@@H:7]([C:17]2[CH:22]=[CH:21][C:20]([Cl:23])=[CH:19][CH:18]=2)[NH:6][C:5]1=[O:24])[CH:2]=[CH2:3].[H-].[Na+].[Cl:28][C:29]1[N:34]=[C:33](Cl)[CH:32]=[CH:31][N:30]=1. (2) Given the product [Br:18][CH2:16][C:15]([C:12]1[CH:13]=[CH:14][C:9]([O:8][CH2:1][CH2:2][CH2:3][CH2:4][CH2:5][CH2:6][CH3:7])=[CH:10][CH:11]=1)=[O:17], predict the reactants needed to synthesize it. The reactants are: [CH2:1]([O:8][C:9]1[CH:14]=[CH:13][C:12]([C:15](=[O:17])[CH3:16])=[CH:11][CH:10]=1)[CH2:2][CH2:3][CH2:4][CH2:5][CH2:6][CH3:7].[Br-:18].[Br-].[Br-].C1([N+](C)(C)C)C=CC=CC=1.C1([N+](C)(C)C)C=CC=CC=1.C1([N+](C)(C)C)C=CC=CC=1. (3) Given the product [CH:34]([O:33][C:31]([N:8]1[CH2:13][CH2:12][CH:11](/[CH:14]=[CH:15]/[C:16]2[CH:21]=[CH:20][CH:19]=[CH:18][C:17]=2[O:22][CH2:23][CH:24]2[CH2:25][CH2:26][CH2:27][CH2:28][CH2:29]2)[CH2:10][CH2:9]1)=[O:32])=[CH2:35], predict the reactants needed to synthesize it. The reactants are: C([N:8]1[CH2:13][CH2:12][CH:11](/[CH:14]=[CH:15]/[C:16]2[CH:21]=[CH:20][CH:19]=[CH:18][C:17]=2[O:22][CH2:23][CH:24]2[CH2:29][CH2:28][CH2:27][CH2:26][CH2:25]2)[CH2:10][CH2:9]1)C1C=CC=CC=1.Cl[C:31]([O:33][CH:34]=[CH2:35])=[O:32].